This data is from Reaction yield outcomes from USPTO patents with 853,638 reactions. The task is: Predict the reaction yield, written as a fraction of the theoretical maximum amount of product (1.0 means a 100% yield; for example, 0.34 means a 34% yield). (1) The reactants are B(Br)(Br)Br.[Cl:5][C:6]1[CH:7]=[C:8]([CH:27]=[CH:28][C:29]=1[Cl:30])[C:9]([N:11]1[C:19]2[C:14](=[CH:15][C:16]([O:20]C)=[CH:17][CH:18]=2)[C:13]([CH2:22][C:23]([OH:25])=[O:24])=[C:12]1[CH3:26])=[O:10]. The catalyst is ClCCl. The product is [Cl:5][C:6]1[CH:7]=[C:8]([CH:27]=[CH:28][C:29]=1[Cl:30])[C:9]([N:11]1[C:19]2[C:14](=[CH:15][C:16]([OH:20])=[CH:17][CH:18]=2)[C:13]([CH2:22][C:23]([OH:25])=[O:24])=[C:12]1[CH3:26])=[O:10]. The yield is 0.620. (2) The reactants are [NH2:1][C:2]1[CH:3]=[C:4]([C:24]2[CH:29]=[CH:28][C:27]([O:30][CH3:31])=[CH:26][CH:25]=2)[CH:5]=[CH:6][C:7]=1[C:8]([NH:10][C@H:11]([C:20]([O:22][CH3:23])=[O:21])[CH2:12][C:13]([O:15][C:16]([CH3:19])([CH3:18])[CH3:17])=[O:14])=[O:9].[N:32]([C:35]1[C:40]([CH3:41])=[CH:39][C:38]([CH3:42])=[CH:37][C:36]=1[CH3:43])=[C:33]=[O:34]. The catalyst is N1C=CC=CC=1. The product is [CH3:31][O:30][C:27]1[CH:26]=[CH:25][C:24]([C:4]2[CH:5]=[CH:6][C:7]([C:8]([NH:10][C@H:11]([C:20]([O:22][CH3:23])=[O:21])[CH2:12][C:13]([O:15][C:16]([CH3:18])([CH3:17])[CH3:19])=[O:14])=[O:9])=[C:2]([NH:1][C:33]([NH:32][C:35]3[C:36]([CH3:43])=[CH:37][C:38]([CH3:42])=[CH:39][C:40]=3[CH3:41])=[O:34])[CH:3]=2)=[CH:29][CH:28]=1. The yield is 0.950.